This data is from Forward reaction prediction with 1.9M reactions from USPTO patents (1976-2016). The task is: Predict the product of the given reaction. (1) Given the reactants [Si]([O:18][CH2:19][C:20]1[C:21]([N:38]2[CH2:43][C@H:42]([CH3:44])[O:41][C@H:40]([CH3:45])[CH2:39]2)=[C:22]([F:37])[C:23](F)=[C:24]([C:26]([C:29]2[CH:34]=[N:33][C:32](Cl)=[CH:31][N:30]=2)=[N:27][OH:28])[CH:25]=1)(C(C)(C)C)(C1C=CC=CC=1)C1C=CC=CC=1.[CH3:46][S-:47].[Na+].C([O-])([O-])=O.[K+].[K+], predict the reaction product. The product is: [CH3:44][C@@H:42]1[CH2:43][N:38]([C:21]2[C:20]([CH2:19][OH:18])=[CH:25][C:24]3[C:26]([C:29]4[CH:34]=[N:33][C:32]([S:47][CH3:46])=[CH:31][N:30]=4)=[N:27][O:28][C:23]=3[C:22]=2[F:37])[CH2:39][C@H:40]([CH3:45])[O:41]1. (2) The product is: [Cl:1][C:2]1[CH:3]=[CH:4][C:5]([C:8]2[CH:13]=[CH:12][N:11]3[N:14]=[CH:15][C:16]([C:17]#[C:18][C:20]4[CH:21]=[C:22]([S:26]([NH2:29])(=[O:28])=[O:27])[CH:23]=[N:24][CH:25]=4)=[C:10]3[N:9]=2)=[CH:6][CH:7]=1. Given the reactants [Cl:1][C:2]1[CH:7]=[CH:6][C:5]([C:8]2[CH:13]=[CH:12][N:11]3[N:14]=[CH:15][C:16]([C:17]#[CH:18])=[C:10]3[N:9]=2)=[CH:4][CH:3]=1.Br[C:20]1[CH:21]=[C:22]([S:26]([NH2:29])(=[O:28])=[O:27])[CH:23]=[N:24][CH:25]=1, predict the reaction product. (3) The product is: [CH3:1][O:50][C:47]1[CH:46]=[C:45]([C:30]2[CH:29]=[C:28]([CH:33]=[C:32]([O:34][C:35]3[CH:40]=[CH:39][C:38]([S:41]([CH3:44])(=[O:43])=[O:42])=[CH:37][CH:36]=3)[CH:31]=2)[O:27][CH2:26][C:21]2[C:20]([CH3:19])=[CH:25][CH:24]=[CH:23][N:22]=2)[NH:49][N:48]=1. Given the reactants [CH2:1]1CCN(C(N=NC(N2CCCCC2)=O)=O)CC1.[CH3:19][C:20]1[C:21]([CH2:26][O:27][C:28]2[CH:29]=[C:30]([C:45]3[NH:49][N:48]=[C:47]([OH:50])[CH:46]=3)[CH:31]=[C:32]([O:34][C:35]3[CH:40]=[CH:39][C:38]([S:41]([CH3:44])(=[O:43])=[O:42])=[CH:37][CH:36]=3)[CH:33]=2)=[N:22][CH:23]=[CH:24][CH:25]=1.CO.C(P(CCCC)CCCC)CCC, predict the reaction product. (4) Given the reactants Cl[C:2]1[CH:7]=[C:6]([CH:8]2[CH2:12][CH2:11][O:10][CH2:9]2)[N:5]=[C:4]([NH2:13])[N:3]=1.[C:14]([N:21]1[CH2:26][CH2:25][NH:24][CH2:23][CH2:22]1)([O:16][C:17]([CH3:20])([CH3:19])[CH3:18])=[O:15].N1C=CC=CC=1, predict the reaction product. The product is: [C:17]([O:16][C:14]([N:21]1[CH2:26][CH2:25][N:24]([C:2]2[CH:7]=[C:6]([CH:8]3[CH2:12][CH2:11][O:10][CH2:9]3)[N:5]=[C:4]([NH2:13])[N:3]=2)[CH2:23][CH2:22]1)=[O:15])([CH3:20])([CH3:18])[CH3:19].